From a dataset of Reaction yield outcomes from USPTO patents with 853,638 reactions. Predict the reaction yield, written as a fraction of the theoretical maximum amount of product (1.0 means a 100% yield; for example, 0.34 means a 34% yield). (1) The reactants are [Si:1]([O:8][CH2:9][C:10]1[N:11]=[CH:12][S:13][C:14]=1[C:15]([F:18])([F:17])[F:16])([C:4]([CH3:7])([CH3:6])[CH3:5])([CH3:3])[CH3:2].C([Li])CCC.[O:24]1[CH2:29][CH2:28][C:27](=[O:30])[CH2:26][CH2:25]1. The catalyst is C1COCC1. The product is [Si:1]([O:8][CH2:9][C:10]1[N:11]=[C:12]([C:27]2([OH:30])[CH2:28][CH2:29][O:24][CH2:25][CH2:26]2)[S:13][C:14]=1[C:15]([F:16])([F:17])[F:18])([C:4]([CH3:7])([CH3:5])[CH3:6])([CH3:3])[CH3:2]. The yield is 0.950. (2) The reactants are [NH:1]1[C:9]2[C:4](=[N:5][CH:6]=[C:7]([C:10]([O:12][CH3:13])=[O:11])[CH:8]=2)[CH:3]=[CH:2]1.[Cl:14]N1C(=O)CCC1=O. The catalyst is CN(C)C=O.O. The product is [Cl:14][C:3]1[C:4]2=[N:5][CH:6]=[C:7]([C:10]([O:12][CH3:13])=[O:11])[CH:8]=[C:9]2[NH:1][CH:2]=1. The yield is 0.930. (3) The reactants are C([O:3][C:4]([C:6]1(C(OCC)=O)[C:14]2[S:15][CH:16]=[CH:17][C:13]=2[C:12](C(OCC)=O)([C:18]([O:20]CC)=[O:19])[C:8]2[S:9][CH:10]=[CH:11][C:7]1=2)=[O:5])C.[OH-].[K+].OO.Cl. The catalyst is O1CCOCC1. The product is [S:9]1[CH:10]=[CH:11][C:7]2[C:6]([C:4]([OH:5])=[O:3])=[C:14]3[C:13](=[C:12]([C:18]([OH:20])=[O:19])[C:8]1=2)[CH:17]=[CH:16][S:15]3. The yield is 0.860.